Task: Predict which catalyst facilitates the given reaction.. Dataset: Catalyst prediction with 721,799 reactions and 888 catalyst types from USPTO (1) Reactant: [CH3:1][C:2]1[CH:35]=[C:5]2[N:6]([CH:29]3[CH2:34][CH2:33][O:32][CH2:31][CH2:30]3)[C:7](=[O:28])[C:8]([CH2:13][C:14]3[CH:19]=[CH:18][C:17]([C:20]4[C:21]([C:26]#[N:27])=[CH:22][CH:23]=[CH:24][CH:25]=4)=[CH:16][CH:15]=3)=[C:9]([CH2:10][CH2:11][CH3:12])[N:4]2[N:3]=1.C([Sn](=O)CCCC)CCC.[N:46]([Si](C)(C)C)=[N+:47]=[N-:48].C1(C)C=CC=CC=1. Product: [CH3:1][C:2]1[CH:35]=[C:5]2[N:6]([CH:29]3[CH2:30][CH2:31][O:32][CH2:33][CH2:34]3)[C:7](=[O:28])[C:8]([CH2:13][C:14]3[CH:15]=[CH:16][C:17]([C:20]4[CH:25]=[CH:24][CH:23]=[CH:22][C:21]=4[C:26]4[NH:48][N:47]=[N:46][N:27]=4)=[CH:18][CH:19]=3)=[C:9]([CH2:10][CH2:11][CH3:12])[N:4]2[N:3]=1. The catalyst class is: 13. (2) Reactant: C(O[C:6]1[C:9](=[O:10])[C:8](=[O:11])[C:7]=1[CH:12]=[C:13]1[C:21]([CH3:23])([CH3:22])[C:20]2[C:15](=[CH:16][CH:17]=[CH:18][CH:19]=2)[N:14]1[CH2:24][CH2:25][CH2:26][C:27]([O:29][CH2:30][CH3:31])=[O:28])CCC.[C:32](#[N:36])[CH2:33][C:34]#[N:35].[CH2:37]([N:39]([CH2:42][CH3:43])[CH2:40][CH3:41])[CH3:38]. Product: [C:34]([C:33]([C:32]#[N:36])=[C:6]1[C:9](=[O:10])[C:8]([O-:11])=[C:7]1[CH:12]=[C:13]1[C:21]([CH3:23])([CH3:22])[C:20]2[C:15](=[CH:16][CH:17]=[CH:18][CH:19]=2)[N:14]1[CH2:24][CH2:25][CH2:26][C:27]([O:29][CH2:30][CH3:31])=[O:28])#[N:35].[CH2:37]([NH+:39]([CH2:42][CH3:43])[CH2:40][CH3:41])[CH3:38]. The catalyst class is: 8. (3) The catalyst class is: 12. Reactant: [NH2:1][C:2]1[CH:7]=[CH:6][C:5]([S:8]([N:11]([CH2:23][C:24]2[CH:29]=[CH:28][CH:27]=[CH:26][CH:25]=2)[C:12]2[C:17]([Cl:18])=[CH:16][C:15]([C:19]([F:22])([F:21])[F:20])=[CH:14][N:13]=2)(=[O:10])=[O:9])=[CH:4][CH:3]=1.[S:30](N)([NH2:33])(=[O:32])=[O:31]. Product: [CH2:23]([N:11]([C:12]1[C:17]([Cl:18])=[CH:16][C:15]([C:19]([F:22])([F:21])[F:20])=[CH:14][N:13]=1)[S:8]([C:5]1[CH:6]=[CH:7][C:2]([NH:1][S:30](=[O:32])(=[O:31])[NH2:33])=[CH:3][CH:4]=1)(=[O:9])=[O:10])[C:24]1[CH:25]=[CH:26][CH:27]=[CH:28][CH:29]=1. (4) Reactant: C[O:2][C:3]1[CH:4]=[CH:5][C:6]2[C:14]3[C:10](=[C:11]([C:15]([O:17][CH3:18])=[O:16])[NH:12][N:13]=3)[CH2:9][CH:8]([CH3:19])[C:7]=2[CH:20]=1.B(Br)(Br)Br. Product: [OH:2][C:3]1[CH:4]=[CH:5][C:6]2[C:14]3[C:10](=[C:11]([C:15]([O:17][CH3:18])=[O:16])[NH:12][N:13]=3)[CH2:9][CH:8]([CH3:19])[C:7]=2[CH:20]=1. The catalyst class is: 2. (5) The catalyst class is: 89. Reactant: [CH:1]1([CH2:4][N:5]([C:19](=[O:22])[CH2:20][CH3:21])[CH:6]2[CH2:11][CH2:10][N:9](C(OC(C)(C)C)=O)[CH2:8][CH2:7]2)[CH2:3][CH2:2]1.C(O)C. Product: [CH:1]1([CH2:4][N:5]([CH:6]2[CH2:11][CH2:10][NH:9][CH2:8][CH2:7]2)[C:19](=[O:22])[CH2:20][CH3:21])[CH2:3][CH2:2]1. (6) Reactant: [CH3:1][O:2][C:3]1[C:11]([CH:12]=[O:13])=[CH:10][CH:9]=[C:8]2[C:4]=1[CH2:5][CH2:6][CH2:7]2.S(=O)(=O)([OH:16])N.Cl([O-])=O.[Na+]. Product: [CH3:1][O:2][C:3]1[C:11]([C:12]([OH:16])=[O:13])=[CH:10][CH:9]=[C:8]2[C:4]=1[CH2:5][CH2:6][CH2:7]2. The catalyst class is: 46.